This data is from Catalyst prediction with 721,799 reactions and 888 catalyst types from USPTO. The task is: Predict which catalyst facilitates the given reaction. (1) Product: [O:26]1[CH2:27][CH2:28][N:23]([S:20]([C:17]2[CH:18]=[CH:19][C:14]([NH:13][C:9]3[N:8]=[CH:7][C:6]4[C:11](=[CH:12][C:3]([OH:2])=[CH:4][CH:5]=4)[N:10]=3)=[CH:15][CH:16]=2)(=[O:21])=[O:22])[CH2:24][CH2:25]1. Reactant: C[O:2][C:3]1[CH:12]=[C:11]2[C:6]([CH:7]=[N:8][C:9]([NH:13][C:14]3[CH:19]=[CH:18][C:17]([S:20]([N:23]4[CH2:28][CH2:27][O:26][CH2:25][CH2:24]4)(=[O:22])=[O:21])=[CH:16][CH:15]=3)=[N:10]2)=[CH:5][CH:4]=1.C[S-].[Na+].Cl. The catalyst class is: 179. (2) Reactant: [C:1]([CH:9]1[CH2:15][CH2:14][O:13][C:12]2[CH:16]=[C:17]([N:20]3[CH2:24][C@H:23]([CH2:25][NH:26][C:27](=[O:29])[CH3:28])[O:22][C:21]3=[O:30])[CH:18]=[CH:19][C:11]=2[C:10]1=[O:31])(=O)C1C=CC=CC=1.[NH2:32]OS(O)(=O)=O.C(=O)(O)[O-].[Na+]. Product: [O:31]1[C:10]2[C:11]3[CH:19]=[CH:18][C:17]([N:20]4[CH2:24][C@H:23]([CH2:25][NH:26][C:27](=[O:29])[CH3:28])[O:22][C:21]4=[O:30])=[CH:16][C:12]=3[O:13][CH2:14][CH2:15][C:9]=2[CH:1]=[N:32]1. The catalyst class is: 5. (3) The catalyst class is: 4. Reactant: CC(N([C@H]1CCN([CH2:15][CH:16]([C:19]2[C:28]3[C:23](=[CH:24][CH:25]=[C:26]([O:29]C)[N:27]=3)[N:22]=[CH:21][C:20]=2[Cl:31])[CH2:17]O)C[C@H]1O)C(=O)[O-])(C)C.C(N(C(C)C)CC)(C)C.C1(C)C=CC(S(OS(C2C=CC(C)=CC=2)(=O)=O)(=O)=O)=CC=1. Product: [Cl:31][C:20]1[CH:21]=[N:22][C:23]2[CH:24]=[CH:25][C:26](=[O:29])[N:27]3[CH2:15][C:16](=[CH2:17])[C:19]=1[C:28]=23. (4) Reactant: [CH2:1]([O:8][C:9]1[C:10]([C:19]([O:21][CH2:22][C:23]2[CH:28]=[CH:27][CH:26]=[CH:25][CH:24]=2)=[O:20])=[CH:11][C:12]([Cl:18])=[C:13]([CH:17]=1)[C:14](O)=[O:15])[C:2]1[CH:7]=[CH:6][CH:5]=[CH:4][CH:3]=1.CCN(C(C)C)C(C)C.[CH3:38][N:39]1[CH2:44][CH2:43][NH:42][CH2:41][CH2:40]1.ON1C2N=CC=CC=2N=N1.C(Cl)CCl. Product: [CH2:1]([O:8][C:9]1[CH:17]=[C:13]([C:14]([N:42]2[CH2:43][CH2:44][N:39]([CH3:38])[CH2:40][CH2:41]2)=[O:15])[C:12]([Cl:18])=[CH:11][C:10]=1[C:19]([O:21][CH2:22][C:23]1[CH:24]=[CH:25][CH:26]=[CH:27][CH:28]=1)=[O:20])[C:2]1[CH:7]=[CH:6][CH:5]=[CH:4][CH:3]=1. The catalyst class is: 9. (5) Reactant: [CH2:1](Br)[C:2]1[CH:7]=[CH:6][CH:5]=[CH:4][CH:3]=1.O.O.[OH:11][CH2:12][C:13]1[CH:18]=[CH:17][CH:16]=[CH:15][C:14]=1B(O)O.[O-]P([O-])([O-])=O.[K+].[K+].[K+]. Product: [CH2:1]([C:14]1[CH:15]=[CH:16][CH:17]=[CH:18][C:13]=1[CH2:12][OH:11])[C:2]1[CH:7]=[CH:6][CH:5]=[CH:4][CH:3]=1. The catalyst class is: 233.